From a dataset of Reaction yield outcomes from USPTO patents with 853,638 reactions. Predict the reaction yield, written as a fraction of the theoretical maximum amount of product (1.0 means a 100% yield; for example, 0.34 means a 34% yield). The reactants are Br[C:2]1[CH:7]=[C:6]([F:8])[C:5]([Cl:9])=[CH:4][C:3]=1[N+:10]([O-:12])=[O:11].[NH2:13][C:14]1[S:18][C:17]([C:19]([O:21][CH3:22])=[O:20])=[C:16]([O:23][C@@H:24]([C:26]2[CH:31]=[CH:30][CH:29]=[CH:28][C:27]=2[Cl:32])[CH3:25])[CH:15]=1.C([O-])([O-])=O.[Cs+].[Cs+]. The catalyst is C1(C)C=CC=CC=1. The product is [Cl:9][C:5]1[C:6]([F:8])=[CH:7][C:2]([NH:13][C:14]2[S:18][C:17]([C:19]([O:21][CH3:22])=[O:20])=[C:16]([O:23][C@@H:24]([C:26]3[CH:31]=[CH:30][CH:29]=[CH:28][C:27]=3[Cl:32])[CH3:25])[CH:15]=2)=[C:3]([N+:10]([O-:12])=[O:11])[CH:4]=1. The yield is 0.640.